The task is: Predict which catalyst facilitates the given reaction.. This data is from Catalyst prediction with 721,799 reactions and 888 catalyst types from USPTO. (1) Reactant: C([Li])CCC.[C:6]1([OH:17])[C:15]([F:16])=[C:13]([F:14])[C:11]([F:12])=[C:9]([F:10])[C:7]=1[F:8].Cl[Si:19]([CH3:22])([CH3:21])[CH3:20]. Product: [C:6]1([O:17][Si:19]([CH3:22])([CH3:21])[CH3:20])[C:7]([F:8])=[C:9]([F:10])[C:11]([F:12])=[C:13]([F:14])[C:15]=1[F:16]. The catalyst class is: 81. (2) Reactant: [Cl:1][C:2]1[CH:11]=[CH:10][C:5]([O:6][CH2:7][C:8]#[N:9])=[C:4](/[CH:12]=[C:13]2\[C:14](=[O:23])[NH:15][C:16]3[C:21]\2=[CH:20][CH:19]=[C:18]([Cl:22])[CH:17]=3)[CH:3]=1.[C:24]([O:28][C:29](O[C:29]([O:28][C:24]([CH3:27])([CH3:26])[CH3:25])=[O:30])=[O:30])([CH3:27])([CH3:26])[CH3:25]. Product: [C:24]([O:28][C:29]([N:15]1[C:16]2[C:21](=[CH:20][CH:19]=[C:18]([Cl:22])[CH:17]=2)/[C:13](=[CH:12]/[C:4]2[CH:3]=[C:2]([Cl:1])[CH:11]=[CH:10][C:5]=2[O:6][CH2:7][C:8]#[N:9])/[C:14]1=[O:23])=[O:30])([CH3:27])([CH3:26])[CH3:25]. The catalyst class is: 112.